From a dataset of Catalyst prediction with 721,799 reactions and 888 catalyst types from USPTO. Predict which catalyst facilitates the given reaction. Reactant: [Br-].[CH3:2][C:3]1[CH:4]=[C:5]([S+:24]2[C:28]3[CH:29]=[CH:30][CH:31]=[CH:32][C:27]=3[C:26]3[CH:33]=[CH:34][CH:35]=[CH:36][C:25]2=3)[CH:6]=[C:7]([CH3:23])[C:8]=1[O:9][CH2:10][C:11](=[O:22])[O:12][C:13]([C:16]1[CH:21]=[CH:20][CH:19]=[CH:18][CH:17]=1)([CH3:15])[CH3:14].[OH:37][C:38]12[CH2:47][CH:42]3[CH2:43][CH:44]([CH2:46][CH:40]([CH2:41]3)[CH2:39]1)[CH2:45]2.[Na].[C:49]([O:52][CH:53]([CH3:64])[C:54]([F:63])([F:62])[C:55]([F:61])([F:60])[S:56]([O-:59])(=[O:58])=[O:57])(=[O:51])[CH3:50].O. Product: [OH:37][C:38]12[CH2:39][CH:40]3[CH2:46][CH:44]([CH2:43][C:42]([CH2:50][C:49]([O:52][CH:53]([CH3:64])[C:54]([F:63])([F:62])[C:55]([F:61])([F:60])[S:56]([O-:59])(=[O:58])=[O:57])=[O:51])([CH2:41]3)[CH2:47]1)[CH2:45]2.[CH3:23][C:7]1[CH:6]=[C:5]([S+:24]2[C:28]3[CH:29]=[CH:30][CH:31]=[CH:32][C:27]=3[C:26]3[CH:33]=[CH:34][CH:35]=[CH:36][C:25]2=3)[CH:4]=[C:3]([CH3:2])[C:8]=1[O:9][CH2:10][C:11](=[O:22])[O:12][C:13]([C:16]1[CH:17]=[CH:18][CH:19]=[CH:20][CH:21]=1)([CH3:15])[CH3:14]. The catalyst class is: 4.